This data is from Full USPTO retrosynthesis dataset with 1.9M reactions from patents (1976-2016). The task is: Predict the reactants needed to synthesize the given product. (1) Given the product [NH2:2][C:1]1[C:3]([C:4]([O:6][CH3:7])=[O:5])=[CH:8][C:9]2[C:10](=[CH:11][C:12]([O:17][CH2:18][CH2:19][Cl:20])=[C:13]([O:15][CH3:16])[CH:14]=2)[N:21]=1, predict the reactants needed to synthesize it. The reactants are: [C:1](/[C:3](=[CH:8]\[C:9]1[CH:14]=[C:13]([O:15][CH3:16])[C:12]([O:17][CH2:18][CH2:19][Cl:20])=[CH:11][C:10]=1[N+:21]([O-])=O)/[C:4]([O:6][CH3:7])=[O:5])#[N:2]. (2) Given the product [CH3:4][S:1]([O:23][CH2:22][CH2:21][O:20][CH2:19][CH2:18][O:17][CH2:16][CH2:15][O:14][CH2:13][CH2:12][O:11][CH2:10][CH2:9][O:8][CH2:7][CH2:6][OH:24])(=[O:3])=[O:2], predict the reactants needed to synthesize it. The reactants are: [S:1](Cl)([CH3:4])(=[O:3])=[O:2].[CH2:6]([OH:24])[CH2:7][O:8][CH2:9][CH2:10][O:11][CH2:12][CH2:13][O:14][CH2:15][CH2:16][O:17][CH2:18][CH2:19][O:20][CH2:21][CH2:22][OH:23].